Dataset: Forward reaction prediction with 1.9M reactions from USPTO patents (1976-2016). Task: Predict the product of the given reaction. Given the reactants [CH2:1]([O:3][C:4](=[O:17])[CH2:5][S:6]([C:9]1[CH:14]=[CH:13][C:12]([O:15][CH3:16])=[CH:11][CH:10]=1)(=[O:8])=[O:7])[CH3:2].[CH2:18](Br)[C:19]1[CH:24]=[CH:23][CH:22]=[CH:21][CH:20]=1.C1OCCOCCOCCOCCOCCOC1.C([O-])([O-])=O.[K+].[K+], predict the reaction product. The product is: [CH2:1]([O:3][C:4](=[O:17])[CH:5]([S:6]([C:9]1[CH:14]=[CH:13][C:12]([O:15][CH3:16])=[CH:11][CH:10]=1)(=[O:7])=[O:8])[CH2:18][C:19]1[CH:24]=[CH:23][CH:22]=[CH:21][CH:20]=1)[CH3:2].